From a dataset of Forward reaction prediction with 1.9M reactions from USPTO patents (1976-2016). Predict the product of the given reaction. (1) Given the reactants [C:1]([C:3]1[CH:4]=[C:5]2[N:11]=[C:10]([C:12]([C:16]3[C:24]([O:25][CH3:26])=[CH:23][C:22]([CH3:27])=[C:21]4[C:17]=3[CH:18]=[CH:19][N:20]4C(OC(C)(C)C)=O)([O:14][CH3:15])[CH3:13])[N:9](COCC[Si](C)(C)C)[C:6]2=[N:7][CH:8]=1)#[N:2].CCCC[N+](CCCC)(CCCC)CCCC.[F-].C1COCC1, predict the reaction product. The product is: [CH3:15][O:14][C:12]([C:10]1[NH:9][C:6]2=[N:7][CH:8]=[C:3]([C:1]#[N:2])[CH:4]=[C:5]2[N:11]=1)([C:16]1[C:24]([O:25][CH3:26])=[CH:23][C:22]([CH3:27])=[C:21]2[C:17]=1[CH:18]=[CH:19][NH:20]2)[CH3:13]. (2) Given the reactants [C:1]1([C:7]2[CH:15]=[CH:14][CH:13]=[C:12]3[C:8]=2[CH:9]=[CH:10][CH2:11]3)[CH:6]=[CH:5][CH:4]=[CH:3][CH:2]=1.CO[CH2:18][CH2:19]OC.[OH-].[K+].[C:24]1(=O)[CH2:29][CH2:28][CH2:27][CH2:26][CH2:25]1, predict the reaction product. The product is: [C:1]1([C:7]2[CH:15]=[CH:14][CH:13]=[C:12]3[C:8]=2[CH:9]=[CH:10][CH:11]3[C:24]2([CH:11]3[C:12]4[C:8](=[C:7]([C:19]5[CH:18]=[CH:6][CH:1]=[CH:2][CH:3]=5)[CH:15]=[CH:14][CH:13]=4)[CH:9]=[CH:10]3)[CH2:29][CH2:28][CH2:27][CH2:26][CH2:25]2)[CH:2]=[CH:3][CH:4]=[CH:5][CH:6]=1. (3) Given the reactants [F:1][C:2]1[C:3]([N:11]([CH3:13])[CH3:12])=[N:4][CH:5]=[C:6]([N+:8]([O-])=O)[CH:7]=1, predict the reaction product. The product is: [F:1][C:2]1[C:3]([N:11]([CH3:13])[CH3:12])=[N:4][CH:5]=[C:6]([NH2:8])[CH:7]=1. (4) The product is: [Cl:15][C:16]1[N:17]([C:28]2[C:33]([F:34])=[CH:32][C:31]([F:35])=[CH:30][C:29]=2[Cl:36])[C:18]([C:22]([C:2]2[CH:7]=[CH:6][C:5]([F:8])=[CH:4][C:3]=2[F:9])=[O:23])=[C:19]([CH3:21])[N:20]=1. Given the reactants Br[C:2]1[CH:7]=[CH:6][C:5]([F:8])=[CH:4][C:3]=1[F:9].C([Mg]Cl)(C)C.[Cl:15][C:16]1[N:17]([C:28]2[C:33]([F:34])=[CH:32][C:31]([F:35])=[CH:30][C:29]=2[Cl:36])[C:18]([C:22](N(OC)C)=[O:23])=[C:19]([CH3:21])[N:20]=1, predict the reaction product. (5) Given the reactants O.[OH-].[Li+].[Br:4][C:5]1[CH:23]=[C:22]([F:24])[CH:21]=[CH:20][C:6]=1[CH2:7][C:8]1[N:13]=[C:12]([C:14]([O:16]C)=[O:15])[C:11]([OH:18])=[C:10]([OH:19])[N:9]=1, predict the reaction product. The product is: [Br:4][C:5]1[CH:23]=[C:22]([F:24])[CH:21]=[CH:20][C:6]=1[CH2:7][C:8]1[NH:9][C:10](=[O:19])[C:11]([OH:18])=[C:12]([C:14]([OH:16])=[O:15])[N:13]=1. (6) Given the reactants [OH:1][C:2]1[CH:7]=[CH:6][CH:5]=[CH:4][C:3]=1[CH:8]([OH:13])[CH2:9][N+:10]([O-])=O, predict the reaction product. The product is: [NH2:10][CH2:9][CH:8]([C:3]1[CH:4]=[CH:5][CH:6]=[CH:7][C:2]=1[OH:1])[OH:13]. (7) Given the reactants C([O:8][CH2:9][CH2:10][O:11][C:12]1[CH:17]=[CH:16][C:15]([NH:18][C:19](=[O:47])[CH2:20][C:21]2[CH:26]=[CH:25][C:24]([C:27]3[CH:28]=[N:29][C:30]([O:36]CC4C=CC(OC)=CC=4)=[C:31]([O:33][CH2:34][CH3:35])[CH:32]=3)=[CH:23][C:22]=2[F:46])=[CH:14][C:13]=1[C:48]([F:51])([F:50])[F:49])C1C=CC=CC=1, predict the reaction product. The product is: [CH2:34]([O:33][C:31]1[C:30](=[O:36])[NH:29][CH:28]=[C:27]([C:24]2[CH:25]=[CH:26][C:21]([CH2:20][C:19]([NH:18][C:15]3[CH:16]=[CH:17][C:12]([O:11][CH2:10][CH2:9][OH:8])=[C:13]([C:48]([F:50])([F:51])[F:49])[CH:14]=3)=[O:47])=[C:22]([F:46])[CH:23]=2)[CH:32]=1)[CH3:35]. (8) Given the reactants [SH:1][CH2:2][CH2:3][CH2:4][Si:5]([O:12][CH2:13]C)([O:9][CH2:10]C)[O:6][CH2:7]C.SCCC[Si](C)(OC)OC, predict the reaction product. The product is: [SH:1][CH2:2][CH2:3][CH2:4][Si:5]([O:12][CH3:13])([O:6][CH3:7])[O:9][CH3:10].